Dataset: Catalyst prediction with 721,799 reactions and 888 catalyst types from USPTO. Task: Predict which catalyst facilitates the given reaction. Reactant: C(OC(=O)[NH:7][C:8]1[C:13]([NH:14][C:15](=[O:38])[CH2:16][C:17](=O)[C:18]2[CH:23]=[CH:22][CH:21]=[C:20]([N:24]3[C:28]([CH2:29][O:30]C4CCCCO4)=[CH:27][N:26]=[N:25]3)[CH:19]=2)=[CH:12][C:11]([C:39]2[CH:44]=[CH:43][CH:42]=[CH:41][C:40]=2[F:45])=[C:10]([O:46][CH2:47][C:48]([F:51])([F:50])[F:49])[CH:9]=1)(C)(C)C.C(O)(C(F)(F)F)=O. Product: [F:45][C:40]1[CH:41]=[CH:42][CH:43]=[CH:44][C:39]=1[C:11]1[C:10]([O:46][CH2:47][C:48]([F:51])([F:50])[F:49])=[CH:9][C:8]2[N:7]=[C:17]([C:18]3[CH:23]=[CH:22][CH:21]=[C:20]([N:24]4[C:28]([CH2:29][OH:30])=[CH:27][N:26]=[N:25]4)[CH:19]=3)[CH2:16][C:15](=[O:38])[NH:14][C:13]=2[CH:12]=1. The catalyst class is: 2.